From a dataset of Experimentally validated miRNA-target interactions with 360,000+ pairs, plus equal number of negative samples. Binary Classification. Given a miRNA mature sequence and a target amino acid sequence, predict their likelihood of interaction. (1) The miRNA is mmu-miR-30e-5p with sequence UGUAAACAUCCUUGACUGGAAG. The protein sequence of the target gene is MKLQVLVLVLLMSWFGVLSWVQAEFFTSIGHMTDLIYAEKDLVQSLKEYILVEEAKLAKIKSWASKMEALTSRSAADPEGYLAHPVNAYKLVKRLNTDWPALGDLVLQDASAGFVANLSVQRQFFPTDEDESGAARALMRLQDTYKLDPDTISRGELPGTKYQAMLSVDDCFGLGRSAYNEGDYYHTVLWMEQVLKQLDAGEEATVTKSLVLDYLSYAVFQLGDLHRAVELTRRLLSLDPSHERAGGNLRYFERLLEEERGKSLSNQTDAGLATQENLYERPTDYLPERDVYESLCRGEG.... Result: 1 (interaction). (2) The miRNA is mmu-miR-1946a with sequence AGCCGGGCAGUGGUGGCACACACUUUU. The protein sequence of the target gene is MLEGKMADINFKEVTLIVSVVAACYWNSLFCGFVFDDVSAILDNKDLHPSTPLKTLFQNDFWGTPMSEERSHKSYRPLTVLTFRLNYLLSELKPMSYHLLNTVFHAVVSVIFLKVCRLFLDKRSSMIAALLFAVHPIHTEAVTGVVGRAELLSSVFFLAAFLSYTKSKGPDNSIVWTPIVLTVFLVAVATLCKEQGITVVGICCVYEVFVAQGYTLPMLCTVAGQFLRGKGSIPLSMLQTLVKLIVLMLSTLLLVVVRVQVIQSQLPVFTRFDNPAAVSPTPTRQLTFNYLLPVNAWLLL.... Result: 0 (no interaction). (3) The miRNA is hsa-miR-4755-5p with sequence UUUCCCUUCAGAGCCUGGCUUU. The protein sequence of the target gene is MAKYVSLTEANEELKVLMDENQTSRPVAVHTSTVNPLGKQLLPKTFGQSSVNIDQQVVIGMPQRPAASNIPVVGSPNPPSTHFASQNQHSYSSPPWAGQHNRKGEKNGMGLCRLSMKVWETVQRKGTTSCQEVVGELVAKFRAASNHASPNESAYDVKNIKRRTYDALNVLMAMNIISREKKKIKWIGLTTNSAQNCQNLRVERQKRLERIKQKQSELQQLILQQIAFKNLVLRNQYVEEQVSQRPLPNSVIHVPFIIISSSKKTVINCSISDDKSEYLFKFNSSFEIHDDTEVLMWMGM.... Result: 1 (interaction). (4) The miRNA is hsa-miR-24-3p with sequence UGGCUCAGUUCAGCAGGAACAG. The protein sequence of the target gene is MAELKVEAPASVDWQKRCLTLETQLFRFRLQASKIRELLADKMQELEQRLLEAEQRAENAETQVGVMEEKVKLSNLKNVDSEGSLHRKYQELLKAIKGKDELISQLEAQLEKQKQMRAEEAKTVQEKAAKIKEWVTLKLAKLEMENQHLKSHNQRLVEQVGSLQDALEAIQIAPSRKLLVPPYGAAEQDSVPSEPGIQPMGQDSGSQAQGLKAAVLAPSPGALQSKDSVSEAASPLEDSSSSTVHSGETVEAKPLQPHLGRESPPHQPCMKLLTFRCSSASWGEGLVTAQRGMLPGTKTS.... Result: 1 (interaction). (5) Result: 0 (no interaction). The protein sequence of the target gene is MACPALGLEVLQPLQPEPPPEPAFAEAQKWIEQVTGRSFGDKDFRTGLENGILLCELLNAIKPGLVKKINRLPTPIAGLDNTILFLRGCKELGLKESQLFDPSDLQDTSNRVTVKNLDYSRKLKNVLVTIYWLGKAANSCASYGGTTLNLKEFEGLLAQMRKETDDIDSPKRSIRDSGYIDCWDSERSDSLSPPRHGRDDSFDSLDSFGSRSRQTPSPDVVLRGSSDGRGSDSESDLPHRKLPDVKKDDMSARRTSHGEPKSAVPFNQYLPNKSNQTAYVPAPLRKKKAEREEFRKSWST.... The miRNA is hsa-miR-6499-3p with sequence AGCAGUGUUUGUUUUGCCCACA. (6) The miRNA is hsa-miR-335-5p with sequence UCAAGAGCAAUAACGAAAAAUGU. The protein sequence of the target gene is MRLSVCLLLLTLALCCYRANAVVCQALGSEITGFLLAGKPVFKFQLAKFKAPLEAVAAKMEVKKCVDTMAYEKRVLITKTLGKIAEKCDR. Result: 1 (interaction). (7) The miRNA is hsa-miR-181a-3p with sequence ACCAUCGACCGUUGAUUGUACC. The protein sequence of the target gene is MGLCKCPKRKVTNLFCFEHRVNVCEHCLVANHAKCIVQSYLQWLQDSDYNPNCRLCNIPLASRETTRLVCYDLFHWACLNERAAQLPRNTAPAGYQCPSCNGPIFPPTNLAGPVASALREKLATVNWARAGLGLPLIDEVVSPEPEPLNTSDFSDWSSFNASSTPGPEEVDSASAAPAFYSQAPRPPASPGRPEQHTVIHMGNPEPLTHAPRKVYDTRDDDRTPGLHGDCDDDKYRRRPALGWLARLLRSRAGSRKRPLTLLQRAGLLLLLGLLGFLALLALMSRLGRAAADSDPNLDPL.... Result: 0 (no interaction). (8) The miRNA is mmu-miR-1931 with sequence AUGCAAGGGCUGGUGCGAUGGC. The protein sequence of the target gene is MAATTAAVVAEEDTELRDLLVQTLENSGVLNRIKAELRAAVFLALEEQEKVEVKILVEFLIDNCFEIFGENIRTRSRITSDDSLEHTDSSDVSTLQNDSAYDSNDPDVEPTSGAASPNRQLEGPTPTMAGLDTRGHRDTCESSSESSVSMVVRLKNSIVQQDRRFSEPNMSPSRECLVGPTSKQKLTRSEDSFTLSQDASCSEGDEAEDPFTEEVFPAVDSKPKRPVDLKIKNWTQGLASPQGHITKAFSRSSPGESLGSSPVPSPSCPKRNFFTRHQSFTTKTDKTKPQREIRKHSMLF.... Result: 0 (no interaction). (9) The miRNA is hsa-miR-6786-5p with sequence GCGGUGGGGCCGGAGGGGCGU. The protein sequence of the target gene is MPKVKSGAIGRRRGRQEQRRELKSAGGLMFNTGIGQHILKNPLIINSIIDKAALRPTDVVLEVGPGTGNMTVKLLEKAKKVVACELDPRLVAELHKRVQGTPVASKLQVLVGDVLKTDLPFFDTCVANLPYQISSPFVFKLLLHRPFFRCAILMFQREFALRLVAKPGDKLYCRLSINTQLLARVDHLMKVGKNNFRPPPKVESSVVRIEPKNPPPPINFQEWDGLVRITFVRKNKTLSAAFKSSAVQQLLEKNYRIHCSVHNIIIPEDFSIADKIQQILTSTGFSDKRARSMDIDDFIR.... Result: 0 (no interaction). (10) The miRNA is hsa-miR-574-5p with sequence UGAGUGUGUGUGUGUGAGUGUGU. The protein sequence of the target gene is MKMKIQKKEKQLSKLRALNHSPMSDASVNFDYKSPSPFDCSPDQGENIEEAANHCLPHKNLYTTEEEADTLFSRKLTSHNGMEDSGGRGTGVKKKRKKKEPGEQEGTKGSKDREPKPKRKREPKEPKEPRRAKEPKRAKEPKETKQKDGVKKPRKHREASGTKEGKEKRSCTDYGSRTKSKKASREQGPTPVERKKKGKRKNETTVESLELDHSLPNPSLQSPEEPSESADSQKRRSGRQVKRRKYNEDLDFKVVDDDGETIAVLGAGRTSALSASTLAWQAEEPPEDDANIIEKILASK.... Result: 0 (no interaction).